Dataset: Forward reaction prediction with 1.9M reactions from USPTO patents (1976-2016). Task: Predict the product of the given reaction. (1) The product is: [F:19][C:20]1[CH:21]=[CH:22][C:23]([S:26]([N:29]([CH:30]([CH3:32])[CH3:31])[CH2:33][C:34]([NH:16][CH2:15][C:12]2[CH:13]=[CH:14][C:9]([C:5]3[CH:6]=[CH:7][CH:8]=[C:3]([C:2]([F:17])([F:18])[F:1])[CH:4]=3)=[CH:10][CH:11]=2)=[O:35])(=[O:27])=[O:28])=[CH:24][CH:25]=1. Given the reactants [F:1][C:2]([F:18])([F:17])[C:3]1[CH:4]=[C:5]([C:9]2[CH:14]=[CH:13][C:12]([CH2:15][NH2:16])=[CH:11][CH:10]=2)[CH:6]=[CH:7][CH:8]=1.[F:19][C:20]1[CH:25]=[CH:24][C:23]([S:26]([N:29]([CH2:33][C:34](O)=[O:35])[CH:30]([CH3:32])[CH3:31])(=[O:28])=[O:27])=[CH:22][CH:21]=1.CN(C(ON1N=NC2C=CC=NC1=2)=[N+](C)C)C.F[P-](F)(F)(F)(F)F.C(N(CC)C(C)C)(C)C.OS([O-])(=O)=O.[K+], predict the reaction product. (2) Given the reactants [CH:1]1([N:6]2[CH2:12][C:11]([F:14])([F:13])[C:10](=[O:15])[N:9]([CH3:16])[C:8]3[CH:17]=[N:18][C:19]([NH:21][C:22]4[CH:30]=[CH:29][C:25]([C:26](O)=[O:27])=[CH:24][C:23]=4[O:31][CH2:32][CH3:33])=[N:20][C:7]2=3)[CH2:5][CH2:4][CH2:3][CH2:2]1.ON1C2C=CC=CC=2N=N1.F[P-](F)(F)(F)(F)F.CN(C(N(C)C)=[N+]1C2C=CC=CC=2[N+]([O-])=N1)C.C(N(C(C)C)CC)(C)C.[NH2:77][CH:78]1[CH2:83][CH2:82][N:81]([CH2:84][CH3:85])[CH2:80][CH2:79]1, predict the reaction product. The product is: [CH:1]1([N:6]2[CH2:12][C:11]([F:14])([F:13])[C:10](=[O:15])[N:9]([CH3:16])[C:8]3[CH:17]=[N:18][C:19]([NH:21][C:22]4[CH:30]=[CH:29][C:25]([C:26]([NH:77][CH:78]5[CH2:83][CH2:82][N:81]([CH2:84][CH3:85])[CH2:80][CH2:79]5)=[O:27])=[CH:24][C:23]=4[O:31][CH2:32][CH3:33])=[N:20][C:7]2=3)[CH2:5][CH2:4][CH2:3][CH2:2]1. (3) Given the reactants [F:1][C:2]1[CH:20]=[CH:19][CH:18]=[CH:17][C:3]=1[CH2:4][N:5]1[C:13]2[C:8](=[CH:9][CH:10]=[CH:11][CH:12]=2)[C:7]([C:14](=[NH:16])[NH2:15])=[N:6]1.C(O/[CH:25]=[C:26](\[C:36]#[N:37])/[N:27]1[CH:32]2[CH2:33][CH2:34][CH2:35][CH:28]1[CH2:29][O:30][CH2:31]2)(=O)C, predict the reaction product. The product is: [F:1][C:2]1[CH:20]=[CH:19][CH:18]=[CH:17][C:3]=1[CH2:4][N:5]1[C:13]2[C:8](=[CH:9][CH:10]=[CH:11][CH:12]=2)[C:7]([C:14]2[N:15]=[C:36]([NH2:37])[C:26]([N:27]3[CH:32]4[CH2:33][CH2:34][CH2:35][CH:28]3[CH2:29][O:30][CH2:31]4)=[CH:25][N:16]=2)=[N:6]1. (4) Given the reactants [Br:1][C:2]1[CH:3]=[C:4]2[C:9](=[CH:10][CH:11]=1)[N:8]=[C:7](O)[N:6]=[CH:5]2.O=P(Cl)(Cl)[Cl:15], predict the reaction product. The product is: [Br:1][C:2]1[CH:3]=[C:4]2[C:9](=[CH:10][CH:11]=1)[N:8]=[C:7]([Cl:15])[N:6]=[CH:5]2. (5) The product is: [CH2:15]([C:11]1([CH2:13][CH3:14])[CH2:10][C:9]2[C:17]([CH:18]([CH3:20])[CH3:19])=[C:5]([OH:4])[C:6]([CH:21]([CH3:23])[CH3:22])=[CH:7][C:8]=2[O:12]1)[CH3:16]. Given the reactants C([O:4][C:5]1[C:6]([CH:21]([CH3:23])[CH3:22])=[CH:7][C:8]2[O:12][C:11]([CH2:15][CH3:16])([CH2:13][CH3:14])[CH2:10][C:9]=2[C:17]=1[CH:18]([CH3:20])[CH3:19])(=O)C.[H-].[Al+3].[Li+].[H-].[H-].[H-], predict the reaction product. (6) Given the reactants Br[C:2]1[CH:7]=[CH:6][C:5]([O:8][C:9]2[CH:14]=[CH:13][C:12]([Cl:15])=[CH:11][CH:10]=2)=[CH:4][CH:3]=1.C([Mg]Cl)(C)C.[C:21](Cl)([CH3:23])=[O:22].[Li+].[Cl-].[NH4+].[Cl-], predict the reaction product. The product is: [Cl:15][C:12]1[CH:13]=[CH:14][C:9]([O:8][C:5]2[CH:6]=[CH:7][C:2]([C:21](=[O:22])[CH3:23])=[CH:3][CH:4]=2)=[CH:10][CH:11]=1. (7) Given the reactants [Cl:1][C:2]1[C:7]([F:8])=[CH:6][CH:5]=[C:4]([Cl:9])[C:3]=1[CH:10]([OH:15])[CH2:11][C:12]([CH3:14])=[CH2:13], predict the reaction product. The product is: [Cl:1][C:2]1[C:7]([F:8])=[CH:6][CH:5]=[C:4]([Cl:9])[C:3]=1[CH:10]([OH:15])[CH2:11][CH:12]([CH3:13])[CH3:14].